This data is from Peptide-MHC class II binding affinity with 134,281 pairs from IEDB. The task is: Regression. Given a peptide amino acid sequence and an MHC pseudo amino acid sequence, predict their binding affinity value. This is MHC class II binding data. The peptide sequence is ATAAAIQLKCSDSMP. The MHC is HLA-DPA10301-DPB10402 with pseudo-sequence HLA-DPA10301-DPB10402. The binding affinity (normalized) is 0.180.